This data is from Reaction yield outcomes from USPTO patents with 853,638 reactions. The task is: Predict the reaction yield, written as a fraction of the theoretical maximum amount of product (1.0 means a 100% yield; for example, 0.34 means a 34% yield). (1) The reactants are [CH3:1][O:2][C:3]([NH:5][N:6]=[C:7]([CH3:9])[CH3:8])=[O:4].C(O)(=O)C. The catalyst is C(O)C. The product is [CH3:1][O:2][C:3]([NH:5][NH:6][CH:7]([CH3:9])[CH3:8])=[O:4]. The yield is 0.770. (2) The product is [CH3:24][C:19]1([CH3:25])[C:20]([CH3:23])([CH3:22])[O:21][B:17]([C:2]2[CH:7]=[C:6]3[NH:8][C:9](=[O:16])[C:10]4([CH2:15][CH2:14][O:13][CH2:12][CH2:11]4)[C:5]3=[CH:4][CH:3]=2)[O:18]1. The yield is 1.00. The reactants are Br[C:2]1[CH:7]=[C:6]2[NH:8][C:9](=[O:16])[C:10]3([CH2:15][CH2:14][O:13][CH2:12][CH2:11]3)[C:5]2=[CH:4][CH:3]=1.[B:17]1([B:17]2[O:21][C:20]([CH3:23])([CH3:22])[C:19]([CH3:25])([CH3:24])[O:18]2)[O:21][C:20]([CH3:23])([CH3:22])[C:19]([CH3:25])([CH3:24])[O:18]1.C([O-])(=O)C.[K+].CS(C)=O. The catalyst is C(OCC)(=O)C. (3) The product is [F:28][C:25]([F:26])([F:27])[C:23]1[CH:22]=[C:21]([C:29]2[CH:30]=[CH:31][C:32]([C:35]([F:36])([F:38])[F:37])=[CH:33][CH:34]=2)[N:20]=[C:19]([N:17]2[CH:18]=[C:14]([C:12]3[S:13][C:9]([S:6]([NH2:5])(=[O:8])=[O:7])=[CH:10][N:11]=3)[N:15]=[CH:16]2)[CH:24]=1. No catalyst specified. The yield is 0.860. The reactants are C([NH:5][S:6]([C:9]1[S:13][C:12]([C:14]2[N:15]=[CH:16][N:17]([C:19]3[CH:24]=[C:23]([C:25]([F:28])([F:27])[F:26])[CH:22]=[C:21]([C:29]4[CH:34]=[CH:33][C:32]([C:35]([F:38])([F:37])[F:36])=[CH:31][CH:30]=4)[N:20]=3)[CH:18]=2)=[N:11][CH:10]=1)(=[O:8])=[O:7])(C)(C)C.C(O)(C(F)(F)F)=O. (4) The reactants are [F:1][C:2]1[CH:3]=[CH:4][C:5]([O:10][C:11]2[CH:16]=[CH:15][CH:14]=[CH:13][CH:12]=2)=[C:6]([CH:9]=1)[CH:7]=[O:8].[BH4-].[Na+]. The catalyst is CO. The product is [F:1][C:2]1[CH:3]=[CH:4][C:5]([O:10][C:11]2[CH:12]=[CH:13][CH:14]=[CH:15][CH:16]=2)=[C:6]([CH2:7][OH:8])[CH:9]=1. The yield is 0.830.